From a dataset of Forward reaction prediction with 1.9M reactions from USPTO patents (1976-2016). Predict the product of the given reaction. (1) Given the reactants [CH2:1]([O:3][C:4](=[O:14])[CH2:5][CH2:6][C:7]1[CH:12]=[CH:11][CH:10]=[C:9]([OH:13])[CH:8]=1)[CH3:2].[Br:15]N1C(=O)CCC1=O, predict the reaction product. The product is: [CH2:1]([O:3][C:4](=[O:14])[CH2:5][CH2:6][C:7]1[CH:12]=[CH:11][C:10]([Br:15])=[C:9]([OH:13])[CH:8]=1)[CH3:2]. (2) The product is: [F:8][C:5]1[CH:6]=[CH:7][C:2]([NH:31][CH:29]([C:24]2[CH:25]=[CH:26][CH:27]=[CH:28][C:23]=2[F:22])[CH3:30])=[C:3]([S:9]([NH:18][C:17]2[CH:19]=[CH:20][CH:21]=[C:15]([S:14][CH3:13])[CH:16]=2)(=[O:11])=[O:10])[CH:4]=1. Given the reactants F[C:2]1[CH:7]=[CH:6][C:5]([F:8])=[CH:4][C:3]=1[S:9](Cl)(=[O:11])=[O:10].[CH3:13][S:14][C:15]1[CH:16]=[C:17]([CH:19]=[CH:20][CH:21]=1)[NH2:18].[F:22][C:23]1[CH:28]=[CH:27][CH:26]=[CH:25][C:24]=1[CH:29]([NH2:31])[CH3:30], predict the reaction product. (3) Given the reactants [Br:1][C:2]1[CH:3]=[CH:4][C:5](F)=[C:6]([CH:9]=1)[CH:7]=[O:8].[CH2:11]([NH:15][CH3:16])[CH:12]([CH3:14])[CH3:13].C(=O)([O-])[O-].[Na+].[Na+], predict the reaction product. The product is: [Br:1][C:2]1[CH:3]=[CH:4][C:5]([N:15]([CH2:11][CH:12]([CH3:14])[CH3:13])[CH3:16])=[C:6]([CH:9]=1)[CH:7]=[O:8]. (4) The product is: [OH:36][CH2:35][C@:10]12[CH2:9][C@@H:8]([OH:7])[CH2:32][CH2:31][C@:30]1([CH3:33])[C:29]1[CH2:28][CH2:27][C@@:26]3([CH3:34])[C@@H:14]([CH2:15][CH2:16][C@@H:17]3[C@H:18]([CH3:25])[CH2:19][CH2:20][CH2:21][CH:22]([CH3:24])[CH3:23])[C:13]=1[CH2:12][CH2:11]2. Given the reactants [H-].[Al+3].[Li+].[H-].[H-].[H-].[OH:7][C@H:8]1[CH2:32][CH2:31][C@@:30]2([CH3:33])[C@@:10]([CH:35]=[O:36])([CH2:11][CH2:12][C:13]3[C@H:14]4[C@:26]([CH3:34])([CH2:27][CH2:28][C:29]=32)[C@@H:17]([C@H:18]([CH3:25])[CH2:19][CH2:20][CH2:21][CH:22]([CH3:24])[CH3:23])[CH2:16][CH2:15]4)[CH2:9]1.O.[OH-].[Na+], predict the reaction product. (5) The product is: [CH2:1]([C:3]1[CH:4]([Si:23]2([CH:15]3[C:2]4[C:18](=[C:10]([CH2:9][CH3:8])[CH:11]=[CH:3][CH:1]=4)[CH:17]=[C:16]3[CH2:31][CH3:32])[CH2:26][CH2:25][CH2:24]2)[C:5]2[C:10]([CH:11]=1)=[C:9]([CH2:12][CH3:13])[CH:8]=[CH:7][CH:6]=2)[CH3:2]. Given the reactants [CH2:1]([C:3]1[CH2:4][C:5]2[C:10]([CH:11]=1)=[C:9]([CH2:12][CH3:13])[CH:8]=[CH:7][CH:6]=2)[CH3:2].[Li][CH2:15][CH2:16][CH2:17][CH3:18].C([Cu])#N.Cl[Si:23]1(Cl)[CH2:26][CH2:25][CH2:24]1.CCO[CH2:31][CH3:32], predict the reaction product. (6) Given the reactants C1([O:7][S:8](=O)(=[O:10])[NH2:9])C=CC=CC=1.[F:12][C:13]([F:20])([F:19])[C:14]1([OH:18])[CH2:17][CH2:16][CH2:15]1, predict the reaction product. The product is: [F:12][C:13]([F:20])([F:19])[C:14]1([O:18][S:8](=[O:10])(=[O:7])[NH2:9])[CH2:17][CH2:16][CH2:15]1.